This data is from Reaction yield outcomes from USPTO patents with 853,638 reactions. The task is: Predict the reaction yield, written as a fraction of the theoretical maximum amount of product (1.0 means a 100% yield; for example, 0.34 means a 34% yield). The reactants are [NH2:1][C:2]1[CH:7]=[C:6]([O:8][CH3:9])[CH:5]=[CH:4][C:3]=1[NH:10][C:11]1[CH:16]=[CH:15][C:14]([NH:17][C:18](=[O:24])[O:19][C:20]([CH3:23])([CH3:22])[CH3:21])=[CH:13][CH:12]=1.COC1C=CC(O)=C([N+]([O-])=O)C=1.[C:37](Cl)(=[O:42])[CH2:38][C:39](Cl)=[O:40].C(=O)([O-])O.[Na+]. The catalyst is O1CCCC1. The product is [CH3:9][O:8][C:6]1[CH:5]=[CH:4][C:3]2[N:10]([C:11]3[CH:16]=[CH:15][C:14]([NH:17][C:18](=[O:24])[O:19][C:20]([CH3:21])([CH3:23])[CH3:22])=[CH:13][CH:12]=3)[C:37](=[O:42])[CH2:38][C:39](=[O:40])[NH:1][C:2]=2[CH:7]=1. The yield is 0.380.